From a dataset of Forward reaction prediction with 1.9M reactions from USPTO patents (1976-2016). Predict the product of the given reaction. (1) Given the reactants [CH3:1][O:2][C:3]1[CH:11]=[CH:10][C:6]([C:7]([OH:9])=O)=[CH:5][C:4]=1[N+:12]([O-:14])=[O:13].S(Cl)(Cl)=O.[NH2:19][C:20]1[CH:21]=[C:22]([CH:27]=[CH:28][CH:29]=1)[C:23]([O:25][CH3:26])=[O:24].N1C=CC=CC=1, predict the reaction product. The product is: [CH3:26][O:25][C:23](=[O:24])[C:22]1[CH:27]=[CH:28][CH:29]=[C:20]([NH:19][C:7](=[O:9])[C:6]2[CH:10]=[CH:11][C:3]([O:2][CH3:1])=[C:4]([N+:12]([O-:14])=[O:13])[CH:5]=2)[CH:21]=1. (2) The product is: [Br:1][C:2]1[N:7]=[CH:6][C:5]([NH:8][C:23](=[O:24])[CH2:22][O:21][CH3:20])=[C:4]([NH:9][CH:10]([CH3:12])[CH3:11])[CH:3]=1. Given the reactants [Br:1][C:2]1[N:7]=[CH:6][C:5]([NH2:8])=[C:4]([NH:9][CH:10]([CH3:12])[CH3:11])[CH:3]=1.C(N(CC)CC)C.[CH3:20][O:21][CH2:22][C:23](Cl)=[O:24], predict the reaction product. (3) Given the reactants Cl.[NH:2]1[CH2:5][CH2:4][CH2:3]1.[C:6]([O:10][C:11]([N:13]1[CH2:16][CH:15]([C:17]([OH:19])=O)[CH2:14]1)=[O:12])([CH3:9])([CH3:8])[CH3:7].CN(C(ON1N=NC2C=CC=NC1=2)=[N+](C)C)C.F[P-](F)(F)(F)(F)F.CCN(C(C)C)C(C)C, predict the reaction product. The product is: [C:6]([O:10][C:11]([N:13]1[CH2:14][CH:15]([C:17]([N:2]2[CH2:5][CH2:4][CH2:3]2)=[O:19])[CH2:16]1)=[O:12])([CH3:7])([CH3:8])[CH3:9]. (4) Given the reactants [Cl:1][C:2]1[CH:32]=[CH:31][CH:30]=[C:29]([F:33])[C:3]=1[CH2:4][S:5][C:6]1[N:7]([C:22]2[CH:27]=[CH:26][C:25]([F:28])=[CH:24][CH:23]=2)[C:8]([C:11]([C:14]2[CH:19]=[CH:18][C:17]([Cl:20])=[C:16]([Cl:21])[CH:15]=2)([CH3:13])[CH3:12])=[CH:9][N:10]=1.C(=O)([O-])[O-].[Na+].[Na+].O.[Br:41]Br, predict the reaction product. The product is: [Br:41][C:9]1[N:10]=[C:6]([S:5][CH2:4][C:3]2[C:29]([F:33])=[CH:30][CH:31]=[CH:32][C:2]=2[Cl:1])[N:7]([C:22]2[CH:27]=[CH:26][C:25]([F:28])=[CH:24][CH:23]=2)[C:8]=1[C:11]([C:14]1[CH:19]=[CH:18][C:17]([Cl:20])=[C:16]([Cl:21])[CH:15]=1)([CH3:13])[CH3:12].